This data is from Full USPTO retrosynthesis dataset with 1.9M reactions from patents (1976-2016). The task is: Predict the reactants needed to synthesize the given product. (1) Given the product [CH3:28][NH:27][S:24]([CH2:23][C:20]1[CH:21]=[CH:22][C:17]([NH:16][C:13]([C:7]2[C:6]3[C:10](=[CH:11][CH:12]=[C:4]([N+:1]([O-:3])=[O:2])[CH:5]=3)[NH:9][N:8]=2)=[O:15])=[CH:18][CH:19]=1)(=[O:25])=[O:26], predict the reactants needed to synthesize it. The reactants are: [N+:1]([C:4]1[CH:5]=[C:6]2[C:10](=[CH:11][CH:12]=1)[NH:9][N:8]=[C:7]2[C:13]([OH:15])=O)([O-:3])=[O:2].[NH2:16][C:17]1[CH:22]=[CH:21][C:20]([CH2:23][S:24]([NH:27][CH3:28])(=[O:26])=[O:25])=[CH:19][CH:18]=1.C(N(CC)C(C)C)(C)C. (2) Given the product [OH:18][CH2:17][C:13]1[CH:12]=[C:11]([C:9]2[N:8]([S:19]([C:22]3[CH:23]=[CH:24][CH:25]=[CH:26][CH:27]=3)(=[O:20])=[O:21])[C:4]3=[N:5][CH:6]=[CH:7][C:2]([C:42]4[C:38]([C:30]5[CH:31]=[CH:32][C:33]([N+:35]([O-:37])=[O:36])=[CH:29][CH:28]=5)=[N:39][N:40]([CH2:52][CH2:53][N:54]([CH3:62])[C:55](=[O:61])[O:56][C:57]([CH3:59])([CH3:58])[CH3:60])[CH:41]=4)=[C:3]3[CH:10]=2)[CH:16]=[CH:15][CH:14]=1, predict the reactants needed to synthesize it. The reactants are: Br[C:2]1[CH:7]=[CH:6][N:5]=[C:4]2[N:8]([S:19]([C:22]3[CH:27]=[CH:26][CH:25]=[CH:24][CH:23]=3)(=[O:21])=[O:20])[C:9]([C:11]3[CH:12]=[C:13]([CH2:17][OH:18])[CH:14]=[CH:15][CH:16]=3)=[CH:10][C:3]=12.[CH:28](=[C:30](/[C:38]1[C:42](B2OC(C)(C)C(C)(C)O2)=[CH:41][N:40]([CH2:52][CH2:53][N:54]([CH3:62])[C:55](=[O:61])[O:56][C:57]([CH3:60])([CH3:59])[CH3:58])[N:39]=1)\[CH:31]=[CH:32]/[C:33]([N+:35]([O-:37])=[O:36])=C)\[CH3:29]. (3) Given the product [CH3:1][O:2][C:3](=[O:26])[CH2:4][C:5]1[C:14]([CH3:15])=[C:13]([C:28]2[CH:29]=[CH:30][C:31]([S:34][C:35]3[CH:40]=[C:39]([Cl:41])[CH:38]=[CH:37][C:36]=3[Cl:42])=[CH:32][CH:33]=2)[C:12]2[C:7](=[CH:8][CH:9]=[C:10]([Cl:25])[CH:11]=2)[CH:6]=1, predict the reactants needed to synthesize it. The reactants are: [CH3:1][O:2][C:3](=[O:26])[CH2:4][C:5]1[C:14]([CH3:15])=[C:13](B2OC(C)(C)C(C)(C)O2)[C:12]2[C:7](=[CH:8][CH:9]=[C:10]([Cl:25])[CH:11]=2)[CH:6]=1.Br[C:28]1[CH:33]=[CH:32][C:31]([S:34][C:35]2[CH:40]=[C:39]([Cl:41])[CH:38]=[CH:37][C:36]=2[Cl:42])=[CH:30][CH:29]=1.C(=O)(O)[O-].[Na+].O. (4) Given the product [Br:1][C:10]1[C:11]2[C:12](=[N:13][CH:14]=[C:15]([C:17]3[CH:18]=[N:19][CH:20]=[CH:21][CH:22]=3)[CH:16]=2)[N:8]([Si:7]([C:3]([CH3:6])([CH3:5])[CH3:4])([CH3:24])[CH3:23])[CH:9]=1, predict the reactants needed to synthesize it. The reactants are: [Br:1]Br.[C:3]([Si:7]([CH3:24])([CH3:23])[N:8]1[C:12]2=[N:13][CH:14]=[C:15]([C:17]3[CH:18]=[N:19][CH:20]=[CH:21][CH:22]=3)[CH:16]=[C:11]2[CH:10]=[CH:9]1)([CH3:6])([CH3:5])[CH3:4].N1C=CC=CC=1.C(=O)(O)[O-].[Na+].S([O-])([O-])(=O)=S.[Na+].[Na+]. (5) Given the product [CH3:11][N:7]1[C:6]2[CH:12]=[C:2]([N:1]3[CH:16]=[C:17]([C:18]([O:20][CH2:21][CH3:22])=[O:19])[C:23](=[O:30])[NH:24][C:25]3=[O:26])[CH:3]=[CH:4][C:5]=2[NH:9][C:8]1=[O:10], predict the reactants needed to synthesize it. The reactants are: [NH2:1][C:2]1[CH:3]=[CH:4][C:5]2[NH:9][C:8](=[O:10])[N:7]([CH3:11])[C:6]=2[CH:12]=1.C(O/[CH:16]=[C:17](\[C:23](=[O:30])[NH:24][C:25](OCC)=[O:26])/[C:18]([O:20][CH2:21][CH3:22])=[O:19])C.CC(C)([O-])C.[K+].Cl.